Dataset: Full USPTO retrosynthesis dataset with 1.9M reactions from patents (1976-2016). Task: Predict the reactants needed to synthesize the given product. (1) Given the product [F:17][C:10]1[CH:9]=[C:8]([C:18](=[O:20])[CH3:19])[C:7]([N:23]2[CH2:27][CH2:26][C@@H:25]([OH:28])[CH2:24]2)=[C:16]2[C:11]=1[CH:12]=[CH:13][CH:14]=[N:15]2, predict the reactants needed to synthesize it. The reactants are: FC(F)(F)S(O[C:7]1[C:8]([C:18](=[O:20])[CH3:19])=[CH:9][C:10]([F:17])=[C:11]2[C:16]=1[N:15]=[CH:14][CH:13]=[CH:12]2)(=O)=O.[NH:23]1[CH2:27][CH2:26][C@@H:25]([OH:28])[CH2:24]1.C1C=CC(P(C2C=CC3C(=CC=CC=3)C=2C2C3C(=CC=CC=3)C=CC=2P(C2C=CC=CC=2)C2C=CC=CC=2)C2C=CC=CC=2)=CC=1.C(=O)([O-])[O-].[Cs+].[Cs+]. (2) Given the product [C:17]([NH:20][CH:9]1[CH2:10][CH:11]([OH:14])[CH2:12][CH2:13][N:8]1[C:1]([O:3][C:4]([CH3:7])([CH3:6])[CH3:5])=[O:2])(=[O:19])[CH3:18].[F:37][C:34]1[CH:33]=[CH:32][C:31]([C:29]2[CH:28]=[CH:27][C:25]3[N:26]=[CH:21][N:22]=[CH:23][C:24]=3[N:30]=2)=[CH:36][CH:35]=1, predict the reactants needed to synthesize it. The reactants are: [C:1]([N:8]1[CH2:13][CH2:12][CH:11]([OH:14])[CH2:10][CH2:9]1)([O:3][C:4]([CH3:7])([CH3:6])[CH3:5])=[O:2].[H-].[Na+].[C:17]([NH:20][C:21]1[N:22]=[C:23](C2N=CNN=2)[C:24]2[N:30]=[C:29]([C:31]3[CH:36]=[CH:35][C:34]([F:37])=[CH:33][CH:32]=3)[CH:28]=[CH:27][C:25]=2[N:26]=1)(=[O:19])[CH3:18]. (3) The reactants are: I[C:2]1[C:10]2[C:9]([S:11][CH3:12])=[N:8][CH:7]=[N:6][C:5]=2[N:4]([C@@H:13]2[O:19][C@H:18]([CH2:20][OH:21])[C@@H:16]([OH:17])[C@H:14]2[OH:15])[CH:3]=1.[O:22]1[CH:26]=[CH:25][CH:24]=[C:23]1B(O)O.C([O-])([O-])=O.[Na+].[Na+].C1C=C(S([O-])(=O)=O)C=C(P(C2C=CC=C(S([O-])(=O)=O)C=2)C2C=CC=C(S([O-])(=O)=O)C=2)C=1.[Na+].[Na+].[Na+].Cl. Given the product [O:22]1[CH:26]=[CH:25][CH:24]=[C:23]1[C:2]1[C:10]2[C:9]([S:11][CH3:12])=[N:8][CH:7]=[N:6][C:5]=2[N:4]([C@@H:13]2[O:19][C@H:18]([CH2:20][OH:21])[C@@H:16]([OH:17])[C@H:14]2[OH:15])[CH:3]=1, predict the reactants needed to synthesize it. (4) Given the product [CH2:10]([N:14]1[CH2:15][CH2:16][CH2:2][C:3]1=[O:4])[CH2:11][CH2:12][CH2:13][CH2:19][CH2:20][CH2:7][CH3:8], predict the reactants needed to synthesize it. The reactants are: N[CH2:2][CH2:3][OH:4].CN[CH2:7][CH2:8]O.[CH2:10]([NH:14][CH2:15][CH2:16]O)[CH2:11][CH2:12][CH3:13].N(CCO)[CH2:19][CH2:20]O.N(CCO)(CCO)CCO. (5) Given the product [CH2:21]([S:23]([OH:26])(=[O:25])=[O:24])[CH3:22].[CH3:19][N:18]([CH3:20])[CH:16]([CH3:17])[C:14]([O:13][CH2:12][CH2:11][CH2:10][CH2:9][CH2:8][CH2:7][CH2:6][CH2:5][CH2:4][CH2:3][CH2:2][CH3:1])=[O:15], predict the reactants needed to synthesize it. The reactants are: [CH3:1][CH2:2][CH2:3][CH2:4][CH2:5][CH2:6][CH2:7][CH2:8][CH2:9][CH2:10][CH2:11][CH2:12][O:13][C:14]([CH:16]([N:18]([CH3:20])[CH3:19])[CH3:17])=[O:15].[CH2:21]([S:23]([OH:26])(=[O:25])=[O:24])[CH3:22].